This data is from Forward reaction prediction with 1.9M reactions from USPTO patents (1976-2016). The task is: Predict the product of the given reaction. (1) The product is: [F:12][C:11]([F:14])([F:13])[C:7]1[CH:6]=[C:5]([CH:10]=[CH:9][CH:8]=1)[CH2:4][C:3]1[O:2][CH:1]=[N:19][N:20]=1. Given the reactants [CH3:1][O:2][C:3](=O)[CH2:4][C:5]1[CH:10]=[CH:9][CH:8]=[C:7]([C:11]([F:14])([F:13])[F:12])[CH:6]=1.CCO.[NH2:19][NH2:20], predict the reaction product. (2) Given the reactants [F:1][C@H:2]([C:6]1[C:11]([I:12])=[CH:10][CH:9]=[CH:8][C:7]=1[F:13])[C:3](O)=[O:4].N.C[N:16]1CCOCC1.CN(C(ON1N=NC2C=CC=NC1=2)=[N+](C)C)C.F[P-](F)(F)(F)(F)F, predict the reaction product. The product is: [F:1][C@H:2]([C:6]1[C:11]([I:12])=[CH:10][CH:9]=[CH:8][C:7]=1[F:13])[C:3]([NH2:16])=[O:4]. (3) Given the reactants C1(C)C=CC(S(O)(=O)=O)=CC=1.[CH3:12][C:13]([CH2:17][OH:18])([CH2:15][OH:16])[CH3:14].[CH:19]([C:21]1[CH:22]=[C:23]([C:27](=[O:40])[CH2:28][CH2:29][C:30]2[CH:39]=[CH:38][CH:37]=[CH:36][C:31]=2[C:32]([O:34][CH3:35])=[O:33])[CH:24]=[CH:25][CH:26]=1)=O.C([O-])(O)=O.[Na+], predict the reaction product. The product is: [CH3:12][C:13]1([CH3:14])[CH2:17][O:18][CH:19]([C:21]2[CH:22]=[C:23]([C:27](=[O:40])[CH2:28][CH2:29][C:30]3[CH:39]=[CH:38][CH:37]=[CH:36][C:31]=3[C:32]([O:34][CH3:35])=[O:33])[CH:24]=[CH:25][CH:26]=2)[O:16][CH2:15]1. (4) Given the reactants N[C:2]1[CH:3]=[C:4]([CH:9]([CH3:15])[C:10]([O:12][CH2:13][CH3:14])=[O:11])[CH:5]=CC=1N.C([N:23]1[CH:27]=[CH:26][N:25]=[CH:24]1)([N:23]1[CH:27]=[CH:26][N:25]=[CH:24]1)=S.C1CCN2C(=NCCC2)CC1.[OH2:39], predict the reaction product. The product is: [O:39]=[C:24]1[NH:23][C:27]2[CH:2]=[CH:3][C:4]([CH:9]([CH3:15])[C:10]([O:12][CH2:13][CH3:14])=[O:11])=[CH:5][C:26]=2[NH:25]1. (5) Given the reactants [CH2:1]([N:8]1[C:12](=[O:13])[C:11](=[C:14]2[N:18]([CH3:19])[C:17]3[CH:20]=[C:21]([O:24][CH2:25][CH2:26]Cl)[CH:22]=[CH:23][C:16]=3[S:15]2)[S:10][C:9]1=[N:28][C:29]1[CH:30]=[C:31]([NH:38][C:39](=[O:44])[CH2:40][N:41]([CH3:43])[CH3:42])[CH:32]=[CH:33][C:34]=1[NH:35][CH2:36][CH3:37])[C:2]1[CH:7]=[CH:6][CH:5]=[CH:4][CH:3]=1.[CH3:45][NH:46][CH3:47], predict the reaction product. The product is: [CH2:1]([N:8]1[C:12](=[O:13])[C:11](=[C:14]2[N:18]([CH3:19])[C:17]3[CH:20]=[C:21]([O:24][CH2:25][CH2:26][N:46]([CH3:47])[CH3:45])[CH:22]=[CH:23][C:16]=3[S:15]2)[S:10][C:9]1=[N:28][C:29]1[CH:30]=[C:31]([NH:38][C:39](=[O:44])[CH2:40][N:41]([CH3:43])[CH3:42])[CH:32]=[CH:33][C:34]=1[NH:35][CH2:36][CH3:37])[C:2]1[CH:7]=[CH:6][CH:5]=[CH:4][CH:3]=1. (6) Given the reactants C(O)(C(F)(F)F)=O.C[O:9][C:10](=[O:24])[C:11]1[C:16]([N+:17]([O-:19])=[O:18])=[CH:15][CH:14]=[CH:13][C:12]=1[C:20](=O)[CH2:21][Br:22].C([SiH](CC)CC)C, predict the reaction product. The product is: [Br:22][CH2:21][CH:20]1[C:12]2[C:11](=[C:16]([N+:17]([O-:19])=[O:18])[CH:15]=[CH:14][CH:13]=2)[C:10](=[O:9])[O:24]1. (7) Given the reactants O.[C:2]1([C:8]([CH:10]=[O:11])=[O:9])[CH:7]=[CH:6][CH:5]=[CH:4][CH:3]=1.[F:12]C1C=CC(C(=O)C)=CC=1, predict the reaction product. The product is: [OH2:9].[F:12][C:5]1[CH:6]=[CH:7][C:2]([C:8]([CH:10]=[O:11])=[O:9])=[CH:3][CH:4]=1.